Dataset: Catalyst prediction with 721,799 reactions and 888 catalyst types from USPTO. Task: Predict which catalyst facilitates the given reaction. (1) Reactant: [CH3:1][O:2][C:3]([C:5]1[C:10]([NH2:11])=[N:9][CH:8]=[CH:7][N:6]=1)=[O:4].[C:12]([O:16][C:17](O[C:17]([O:16][C:12]([CH3:15])([CH3:14])[CH3:13])=[O:18])=[O:18])([CH3:15])([CH3:14])[CH3:13]. Product: [CH3:1][O:2][C:3]([C:5]1[C:10]([N:11]([C:17]([O:16][C:12]([CH3:15])([CH3:14])[CH3:13])=[O:18])[C:17]([O:16][C:12]([CH3:15])([CH3:14])[CH3:13])=[O:18])=[N:9][CH:8]=[CH:7][N:6]=1)=[O:4]. The catalyst class is: 166. (2) Reactant: [Cl:1][C:2]1[C:7]([F:8])=[CH:6][C:5]([C:9]2[N:10]=[C:11]([N:20]3[CH2:25][CH2:24][CH:23]([OH:26])[CH2:22][CH2:21]3)[C:12]3[CH2:17][S:16](=[O:19])(=[O:18])[CH2:15][C:13]=3[N:14]=2)=[C:4]([F:27])[CH:3]=1.Cl[C:29]([O:31][C:32]1[CH:37]=[CH:36][C:35]([N+:38]([O-:40])=[O:39])=[CH:34][CH:33]=1)=[O:30].N1C=CC=CC=1.[Cl-].[NH4+]. Product: [C:29](=[O:30])([O:31][C:32]1[CH:33]=[CH:34][C:35]([N+:38]([O-:40])=[O:39])=[CH:36][CH:37]=1)[O:26][CH:23]1[CH2:24][CH2:25][N:20]([C:11]2[C:12]3[CH2:17][S:16](=[O:18])(=[O:19])[CH2:15][C:13]=3[N:14]=[C:9]([C:5]3[CH:6]=[C:7]([F:8])[C:2]([Cl:1])=[CH:3][C:4]=3[F:27])[N:10]=2)[CH2:21][CH2:22]1. The catalyst class is: 2. (3) Reactant: [CH3:1][O:2][C:3]1[CH:21]=[CH:20][C:6]([CH2:7][N:8]2[CH:13]([C:14]([O:16]CC)=[O:15])[CH:12]3[CH2:19][CH:9]2[CH2:10][CH2:11]3)=[CH:5][CH:4]=1.CO.[OH-].[Na+].Cl. The catalyst class is: 7. Product: [CH3:1][O:2][C:3]1[CH:4]=[CH:5][C:6]([CH2:7][N:8]2[CH:13]([C:14]([OH:16])=[O:15])[CH:12]3[CH2:19][CH:9]2[CH2:10][CH2:11]3)=[CH:20][CH:21]=1.